Dataset: Catalyst prediction with 721,799 reactions and 888 catalyst types from USPTO. Task: Predict which catalyst facilitates the given reaction. (1) Reactant: [F:1][C:2]1[CH:30]=[CH:29][C:5]([O:6][CH2:7][C@@H:8]([OH:28])/[CH:9]=[CH:10]/[C:11]#[C:12]/[CH:13]=[CH:14]/[CH:15]=[CH:16]/[C@@H:17]([OH:27])[C@@H:18]([OH:26])[CH2:19][O:20][CH2:21][C:22]([O:24]C)=[O:23])=[CH:4][CH:3]=1.[OH-].[Na+].P([O-])([O-])([O-])=O.[K+].[K+].[K+]. Product: [F:1][C:2]1[CH:30]=[CH:29][C:5]([O:6][CH2:7][C@@H:8]([OH:28])/[CH:9]=[CH:10]/[C:11]#[C:12]/[CH:13]=[CH:14]/[CH:15]=[CH:16]/[C@@H:17]([OH:27])[C@@H:18]([OH:26])[CH2:19][O:20][CH2:21][C:22]([OH:24])=[O:23])=[CH:4][CH:3]=1. The catalyst class is: 5. (2) Reactant: [CH2:1]([O:3][C:4]([C:6]1([CH2:19][CH:20]([CH3:22])[CH3:21])[CH2:11][CH2:10][N:9](C(OC(C)(C)C)=O)[CH2:8][CH2:7]1)=[O:5])[CH3:2].[ClH:23]. Product: [ClH:23].[CH2:1]([O:3][C:4]([C:6]1([CH2:19][CH:20]([CH3:21])[CH3:22])[CH2:11][CH2:10][NH:9][CH2:8][CH2:7]1)=[O:5])[CH3:2]. The catalyst class is: 12. (3) Reactant: [N:1]1([C:11]([C:13]2[CH:17]=[C:16]([CH:18]3[CH2:23][CH2:22][NH:21][CH2:20][CH2:19]3)[S:15][CH:14]=2)=[O:12])[C@@H:10]2[C@@H:5]([CH2:6][CH2:7][CH2:8][CH2:9]2)[CH2:4][CH2:3][CH2:2]1.C(N(CC)CC)C.C(O)(=O)C.[C:35](Cl)(=[O:38])[CH2:36][OH:37].C[O-].[Na+]. Product: [OH:38][CH2:35][C:36]([N:21]1[CH2:20][CH2:19][CH:18]([C:16]2[S:15][CH:14]=[C:13]([C:11]([N:1]3[C@@H:10]4[C@@H:5]([CH2:6][CH2:7][CH2:8][CH2:9]4)[CH2:4][CH2:3][CH2:2]3)=[O:12])[CH:17]=2)[CH2:23][CH2:22]1)=[O:37]. The catalyst class is: 61.